From a dataset of Reaction yield outcomes from USPTO patents with 853,638 reactions. Predict the reaction yield, written as a fraction of the theoretical maximum amount of product (1.0 means a 100% yield; for example, 0.34 means a 34% yield). (1) The reactants are Br[CH2:2][C:3]1[CH:4]=[C:5]2[C:28](=[CH:29][CH:30]=1)[C:9]1=[N:10][O:11][C:12]([C:13]3[C:17]([C:18]([F:21])([F:20])[F:19])=[C:16]([C:22]4[CH:27]=[CH:26][CH:25]=[CH:24][CH:23]=4)[O:15][N:14]=3)=[C:8]1[CH2:7][CH2:6]2.C(O)(=O)C.[NH:35]1[CH2:38][CH:37]([C:39]([O:41][C:42]([CH3:45])([CH3:44])[CH3:43])=[O:40])[CH2:36]1.C(N(CC)CC)C. The catalyst is CN(C=O)C. The product is [C:22]1([C:16]2[O:15][N:14]=[C:13]([C:12]3[O:11][N:10]=[C:9]4[C:28]5[C:5]([CH2:6][CH2:7][C:8]=34)=[CH:4][C:3]([CH2:2][N:35]3[CH2:36][CH:37]([C:39]([O:41][C:42]([CH3:45])([CH3:44])[CH3:43])=[O:40])[CH2:38]3)=[CH:30][CH:29]=5)[C:17]=2[C:18]([F:20])([F:21])[F:19])[CH:27]=[CH:26][CH:25]=[CH:24][CH:23]=1. The yield is 0.810. (2) The reactants are [NH2:1][C:2]1[CH:10]=[C:9]2[C:5]([CH:6]=[CH:7][N:8]2[CH2:11][C:12]#[N:13])=[CH:4][CH:3]=1.Br[CH2:15][C:16]1[CH:26]=[CH:25][C:24]([O:27][CH3:28])=[CH:23][C:17]=1[C:18](OCC)=[O:19].C(N(C(C)C)CC)(C)C. The catalyst is C(O)C. The product is [CH3:28][O:27][C:24]1[CH:23]=[C:17]2[C:16]([CH2:15][N:1]([C:2]3[CH:10]=[C:9]4[C:5]([CH:6]=[CH:7][N:8]4[CH2:11][C:12]#[N:13])=[CH:4][CH:3]=3)[C:18]2=[O:19])=[CH:26][CH:25]=1. The yield is 0.240. (3) The reactants are [CH:1]([NH:4][C:5](=[O:26])[O:6][CH2:7][C:8]1([CH2:21][CH2:22][CH:23]([CH3:25])[CH3:24])[C:17]2[C:12](=[CH:13][CH:14]=[CH:15][CH:16]=2)[C:11](=[O:18])[CH:10]=[C:9]1[O:19]C)([CH3:3])[CH3:2].I[Si](C)(C)C. The catalyst is C(#N)C. The product is [CH:1]([NH:4][C:5](=[O:26])[O:6][CH2:7][C:8]1([CH2:21][CH2:22][CH:23]([CH3:25])[CH3:24])[C:17]2[C:12](=[CH:13][CH:14]=[CH:15][CH:16]=2)[C:11](=[O:18])[CH2:10][C:9]1=[O:19])([CH3:3])[CH3:2]. The yield is 0.770. (4) The reactants are [NH:1]1[CH2:5][CH:4]=[CH:3][CH2:2]1.[C:6](ON1C(=O)CCC1=O)([O:8][CH2:9][C:10]1[CH:15]=[CH:14][CH:13]=[CH:12][CH:11]=1)=[O:7]. The catalyst is O1CCOCC1. The product is [N:1]1([C:6]([O:8][CH2:9][C:10]2[CH:15]=[CH:14][CH:13]=[CH:12][CH:11]=2)=[O:7])[CH2:5][CH:4]=[CH:3][CH2:2]1. The yield is 0.910. (5) The reactants are [CH3:1][O:2][C:3](=[O:12])[C:4]1[CH:9]=[CH:8][C:7](F)=[C:6]([F:11])[CH:5]=1.Cl.[CH3:14][NH:15][CH3:16].C(=O)([O-])[O-].[K+].[K+]. The catalyst is CS(C)=O. The product is [CH3:1][O:2][C:3](=[O:12])[C:4]1[CH:9]=[CH:8][C:7]([N:15]([CH3:16])[CH3:14])=[C:6]([F:11])[CH:5]=1. The yield is 0.710. (6) The reactants are [CH2:1]([N:8]([CH2:18][CH2:19][O:20][Si](C(C)(C)C)(C)C)[C:9](=O)[C:10]1[CH:15]=[CH:14][CH:13]=[N:12][C:11]=1[Cl:16])[C:2]1[CH:7]=[CH:6][CH:5]=[CH:4][CH:3]=1.CO. The catalyst is C1COCC1. The product is [CH2:1]([N:8]([CH2:9][C:10]1[C:11]([Cl:16])=[N:12][CH:13]=[CH:14][CH:15]=1)[CH2:18][CH2:19][OH:20])[C:2]1[CH:3]=[CH:4][CH:5]=[CH:6][CH:7]=1. The yield is 0.860. (7) The reactants are [OH:1][C:2]1[CH:3]=[C:4]2[C:9](=[CH:10][C:11]=1[O:12][CH3:13])[CH:8]([CH2:14][C:15]1[CH:20]=[CH:19][CH:18]=[C:17]([O:21][CH2:22][CH3:23])[CH:16]=1)[NH:7][CH:6]=[C:5]2[CH:24]=[O:25]. The catalyst is C(Cl)(Cl)Cl.[O-2].[Mn+4].[O-2]. The product is [OH:1][C:2]1[CH:3]=[C:4]2[C:9](=[CH:10][C:11]=1[O:12][CH3:13])[C:8]([CH2:14][C:15]1[CH:20]=[CH:19][CH:18]=[C:17]([O:21][CH2:22][CH3:23])[CH:16]=1)=[N:7][CH:6]=[C:5]2[CH:24]=[O:25]. The yield is 0.890. (8) The reactants are [Br:1]N1C(=O)CCC1=O.C1(P(C2C=CC=CC=2)C2C=CC=CC=2)C=CC=CC=1.O[CH2:29][CH2:30][O:31][CH2:32][C:33]1[CH:40]=[CH:39][C:36]([C:37]#[N:38])=[CH:35][CH:34]=1. The catalyst is C(Cl)Cl.[Al]. The product is [Br:1][CH2:29][CH2:30][O:31][CH2:32][C:33]1[CH:40]=[CH:39][C:36]([C:37]#[N:38])=[CH:35][CH:34]=1. The yield is 0.470. (9) The reactants are Br[C:2]1[CH:3]=[N:4][N:5]([CH3:17])[C:6]=1[C:7]1[CH:8]=[C:9]([C:13]([O:15][CH3:16])=[O:14])[S:10][C:11]=1[CH3:12].[C:18](=O)([O-])[O-].[K+].[K+].CB1OB(C)OB(C)O1. The catalyst is CN(C)C=O.C1C=CC(P(C2C=CC=CC=2)[C-]2C=CC=C2)=CC=1.C1C=CC(P(C2C=CC=CC=2)[C-]2C=CC=C2)=CC=1.Cl[Pd]Cl.[Fe+2]. The product is [CH3:17][N:5]1[C:6]([C:7]2[CH:8]=[C:9]([C:13]([O:15][CH3:16])=[O:14])[S:10][C:11]=2[CH3:12])=[C:2]([CH3:18])[CH:3]=[N:4]1. The yield is 0.580.